From a dataset of Reaction yield outcomes from USPTO patents with 853,638 reactions. Predict the reaction yield, written as a fraction of the theoretical maximum amount of product (1.0 means a 100% yield; for example, 0.34 means a 34% yield). (1) The reactants are [CH:1]1[C:10]2[C:5](=[CH:6][CH:7]=[CH:8][CH:9]=2)[CH:4]=[CH:3][C:2]=1[NH2:11].C(N(CC)CC)C.Cl[C:20](=[O:26])[C:21]([O:23][CH2:24][CH3:25])=[O:22]. The catalyst is ClCCl. The product is [CH:1]1[C:10]2[C:5](=[CH:6][CH:7]=[CH:8][CH:9]=2)[CH:4]=[CH:3][C:2]=1[NH:11][C:20]([C:21]([O:23][CH2:24][CH3:25])=[O:22])=[O:26]. The yield is 0.880. (2) The reactants are [NH:1]1[CH2:6][CH2:5][CH2:4][CH2:3][CH:2]1[C:7]1[NH:8][C:9]2[C:14]([CH:15]=1)=[CH:13][C:12]([NH2:16])=[CH:11][CH:10]=2.[CH3:17][C:18]([O:21][C:22](O[C:22]([O:21][C:18]([CH3:20])([CH3:19])[CH3:17])=[O:23])=[O:23])([CH3:20])[CH3:19]. The catalyst is CCN(CC)CC.C1COCC1.O. The product is [NH2:16][C:12]1[CH:13]=[C:14]2[C:9](=[CH:10][CH:11]=1)[NH:8][C:7]([CH:2]1[CH2:3][CH2:4][CH2:5][CH2:6][N:1]1[C:22]([O:21][C:18]([CH3:20])([CH3:19])[CH3:17])=[O:23])=[CH:15]2. The yield is 0.0100.